The task is: Predict the product of the given reaction.. This data is from Forward reaction prediction with 1.9M reactions from USPTO patents (1976-2016). (1) Given the reactants [OH:1][CH2:2][CH:3]1[O:7][N:6]=[C:5]([C:8]2[N:13]=[CH:12][C:11]([C:14]3[CH:19]=[CH:18][C:17]([N:20]4[CH2:24][C@H:23]([CH2:25][N:26]5[CH:30]=[CH:29][N:28]=[N:27]5)[O:22][C:21]4=[O:31])=[CH:16][C:15]=3[F:32])=[CH:10][CH:9]=2)[CH2:4]1.N1C=CC=CC=1.[C:39]1(=[O:45])[O:44][C:42](=[O:43])[CH2:41][CH2:40]1, predict the reaction product. The product is: [F:32][C:15]1[CH:16]=[C:17]([N:20]2[CH2:24][C@H:23]([CH2:25][N:26]3[CH:30]=[CH:29][N:28]=[N:27]3)[O:22][C:21]2=[O:31])[CH:18]=[CH:19][C:14]=1[C:11]1[CH:10]=[CH:9][C:8]([C:5]2[CH2:4][CH:3]([CH2:2][O:1][C:39](=[O:45])[CH2:40][CH2:41][C:42]([OH:44])=[O:43])[O:7][N:6]=2)=[N:13][CH:12]=1. (2) The product is: [CH3:17][CH2:16][CH2:11][CH:12]([CH3:14])[CH3:13].[C:24]([O:26][CH2:27][CH3:1])(=[O:25])[CH3:23]. Given the reactants [CH3:1][Si](C)(C)[N-][Si](C)(C)C.[K+].[C:11]([C:16]1C=CC=C[CH:17]=1)(=O)[CH:12]([CH3:14])[CH3:13].Br[CH2:23][C:24]([O:26][CH3:27])=[O:25].Cl, predict the reaction product. (3) Given the reactants Br[C:2]1[C:3]([N:9]([CH2:16][CH:17]([CH3:19])[CH3:18])[CH2:10][CH2:11][C:12]([NH:14][CH3:15])=[O:13])=[N:4][C:5]([Cl:8])=[N:6][CH:7]=1.C(=O)([O-])[O-].[Cs+].[Cs+].CC1(C)C2C(=C(P(C3C=CC=CC=3)C3C=CC=CC=3)C=CC=2)OC2C(P(C3C=CC=CC=3)C3C=CC=CC=3)=CC=CC1=2, predict the reaction product. The product is: [Cl:8][C:5]1[N:4]=[C:3]2[C:2]([N:14]([CH3:15])[C:12](=[O:13])[CH2:11][CH2:10][N:9]2[CH2:16][CH:17]([CH3:19])[CH3:18])=[CH:7][N:6]=1. (4) Given the reactants [OH:1][C:2]1([CH3:10])[CH2:5][CH:4]([CH2:6][C:7]([OH:9])=O)[CH2:3]1.CCN=C=NCCCN(C)C.C1C=CC2N(O)N=NC=2C=1.CCN(C(C)C)C(C)C.Cl.[CH:42]1([CH2:50][NH:51][C:52]([C:54]2[O:62][C:57]3=[CH:58][N:59]=[CH:60][CH:61]=[C:56]3[CH:55]=2)=[O:53])[C:44]2([CH2:49][CH2:48][NH:47][CH2:46][CH2:45]2)[CH2:43]1, predict the reaction product. The product is: [OH:1][C:2]1([CH3:10])[CH2:3][CH:4]([CH2:6][C:7]([N:47]2[CH2:48][CH2:49][C:44]3([CH:42]([CH2:50][NH:51][C:52]([C:54]4[O:62][C:57]5=[CH:58][N:59]=[CH:60][CH:61]=[C:56]5[CH:55]=4)=[O:53])[CH2:43]3)[CH2:45][CH2:46]2)=[O:9])[CH2:5]1. (5) The product is: [CH3:11][N:7]1[C:8]2[C:4](=[CH:3][C:2]([N:12]3[CH2:17][CH2:16][CH2:15][NH:14][C:13]3=[O:18])=[CH:10][CH:9]=2)[CH:5]=[N:6]1. Given the reactants Br[C:2]1[CH:3]=[C:4]2[C:8](=[CH:9][CH:10]=1)[N:7]([CH3:11])[N:6]=[CH:5]2.[NH:12]1[CH2:17][CH2:16][CH2:15][NH:14][C:13]1=[O:18].C1(P(C2C=CC=CC=2)C2C3OC4C(=CC=CC=4P(C4C=CC=CC=4)C4C=CC=CC=4)C(C)(C)C=3C=CC=2)C=CC=CC=1.C(=O)([O-])[O-].[Cs+].[Cs+], predict the reaction product. (6) Given the reactants [CH3:1][C:2]([O:4][C@H:5]1[C:14]2[C@@:15]3([CH3:30])[C@@H:26]([CH2:27][O:28][CH3:29])[O:25][C:23](=[O:24])[C:17]4=[CH:18][O:19][C:20]([C:21](=[O:22])[C:13]=2[C@@H:8]2[CH2:9][CH2:10][C@H:11]([OH:12])[C@@:7]2([CH3:31])[CH2:6]1)=[C:16]34)=[O:3].[CH2:32]([N:34]([CH2:39][CH3:40])[CH2:35][CH2:36][NH:37][CH3:38])[CH3:33], predict the reaction product. The product is: [CH2:32]([N:34]([CH2:39][CH3:40])[CH2:35][CH2:36][N:37]([CH:18]=[C:17]1[C:16]2[C:15]([CH3:30])([C:14]3[CH:5]([O:4][C:2](=[O:3])[CH3:1])[CH2:6][C:7]4([CH3:31])[CH:8]([C:13]=3[C:21](=[O:22])[C:20]=2[OH:19])[CH2:9][CH2:10][CH:11]4[OH:12])[CH:26]([CH2:27][O:28][CH3:29])[O:25][C:23]1=[O:24])[CH3:38])[CH3:33]. (7) Given the reactants [CH3:1][C:2]1[N:3]=[C:4]([NH2:7])[S:5][CH:6]=1.Cl[C:9]1[CH:19]=[C:18]([O:20][C:21]2[C:30]3[C:25](=[CH:26][CH:27]=[CH:28][CH:29]=3)[CH:24]=[CH:23][CH:22]=2)[C:12]([C:13]([O:15][CH2:16][CH3:17])=[O:14])=[CH:11][N:10]=1.P([O-])([O-])([O-])=O.[K+].[K+].[K+].O, predict the reaction product. The product is: [CH3:1][C:2]1[N:3]=[C:4]([NH:7][C:9]2[CH:19]=[C:18]([O:20][C:21]3[C:30]4[C:25](=[CH:26][CH:27]=[CH:28][CH:29]=4)[CH:24]=[CH:23][CH:22]=3)[C:12]([C:13]([O:15][CH2:16][CH3:17])=[O:14])=[CH:11][N:10]=2)[S:5][CH:6]=1. (8) Given the reactants [NH2:1][C:2]1[N:7]=[CH:6][N:5]=[C:4]2[N:8]([CH:12]3[CH2:17][CH2:16][C:15](=O)[CH2:14][CH2:13]3)[N:9]=[C:10]([I:11])[C:3]=12.[CH3:19][N:20]1[CH2:25][CH2:24][NH:23][CH2:22][CH2:21]1.C(O)(=O)C.C(O[BH-](OC(=O)C)OC(=O)C)(=O)C.[Na+], predict the reaction product. The product is: [I:11][C:10]1[C:3]2[C:4](=[N:5][CH:6]=[N:7][C:2]=2[NH2:1])[N:8]([C@H:12]2[CH2:17][CH2:16][C@@H:15]([N:23]3[CH2:24][CH2:25][N:20]([CH3:19])[CH2:21][CH2:22]3)[CH2:14][CH2:13]2)[N:9]=1.